From a dataset of Peptide-MHC class I binding affinity with 185,985 pairs from IEDB/IMGT. Regression. Given a peptide amino acid sequence and an MHC pseudo amino acid sequence, predict their binding affinity value. This is MHC class I binding data. The binding affinity (normalized) is 0.407. The peptide sequence is ITVGMLIYSM. The MHC is HLA-A68:02 with pseudo-sequence HLA-A68:02.